This data is from Reaction yield outcomes from USPTO patents with 853,638 reactions. The task is: Predict the reaction yield, written as a fraction of the theoretical maximum amount of product (1.0 means a 100% yield; for example, 0.34 means a 34% yield). (1) The reactants are I[C:2]1[CH:7]=[C:6]([CH3:8])[C:5]([O:9][CH:10]([CH3:12])[CH3:11])=[CH:4][C:3]=1[CH3:13].[Li]CCCC.[C:19](=[O:21])=[O:20].Cl. The catalyst is C1COCC1. The product is [CH:10]([O:9][C:5]1[C:6]([CH3:8])=[CH:7][C:2]([C:19]([OH:21])=[O:20])=[C:3]([CH3:13])[CH:4]=1)([CH3:12])[CH3:11]. The yield is 0.100. (2) The reactants are [NH2:1][C:2]1[CH:11]=[CH:10][C:5]([C:6]([O:8]C)=[O:7])=[CH:4][C:3]=1[Cl:12].[OH-].[Na+]. The catalyst is C(O)C. The product is [NH2:1][C:2]1[CH:11]=[CH:10][C:5]([C:6]([OH:8])=[O:7])=[CH:4][C:3]=1[Cl:12]. The yield is 1.00. (3) The reactants are [CH2:1]([C:8]1[C:16]2[C:11](=[CH:12][CH:13]=[CH:14][CH:15]=2)[NH:10][C:9]=1[C:17]([NH:19][NH2:20])=[O:18])[C:2]1[CH:7]=[CH:6][CH:5]=[CH:4][CH:3]=1.[Cl:21][C:22]1[CH:29]=[CH:28][C:25]([CH:26]=O)=[CH:24][CH:23]=1. The catalyst is C(O)C. The product is [CH2:1]([C:8]1[C:16]2[C:11](=[CH:12][CH:13]=[CH:14][CH:15]=2)[NH:10][C:9]=1[C:17]([NH:19][N:20]=[CH:26][C:25]1[CH:28]=[CH:29][C:22]([Cl:21])=[CH:23][CH:24]=1)=[O:18])[C:2]1[CH:3]=[CH:4][CH:5]=[CH:6][CH:7]=1. The yield is 0.790. (4) The yield is 0.850. The product is [Cl:22][C:23]1[S:27][C:26]([S:28]([NH:1][C:2]2[C:10]3[C:5](=[CH:6][CH:7]=[CH:8][C:9]=3[O:11][CH3:12])[N:4]([CH2:13][C:14]3[CH:21]=[CH:20][CH:19]=[C:16]([C:17]#[N:18])[CH:15]=3)[N:3]=2)(=[O:30])=[O:29])=[CH:25][CH:24]=1. No catalyst specified. The reactants are [NH2:1][C:2]1[C:10]2[C:5](=[CH:6][CH:7]=[CH:8][C:9]=2[O:11][CH3:12])[N:4]([CH2:13][C:14]2[CH:15]=[C:16]([CH:19]=[CH:20][CH:21]=2)[C:17]#[N:18])[N:3]=1.[Cl:22][C:23]1[S:27][C:26]([S:28](Cl)(=[O:30])=[O:29])=[CH:25][CH:24]=1.N1C=CC=CC=1. (5) The reactants are [Cl:1][C:2]1[CH:3]=[C:4]2[C:9](=[CH:10][CH:11]=1)[CH:8]=[C:7]([SH:12])[CH:6]=[CH:5]2.[H-].[Na+].[CH3:15][O:16][C:17](=[O:39])[C@@H:18]([CH2:27]OS(C1C=CC(C)=CC=1)(=O)=O)[NH:19][C:20]([O:22][C:23]([CH3:26])([CH3:25])[CH3:24])=[O:21].O. The catalyst is CN(C=O)C. The product is [C:23]([O:22][C:20]([NH:19][C@H:18]([CH2:27][S:12][C:7]1[CH:6]=[CH:5][C:4]2[C:9](=[CH:10][CH:11]=[C:2]([Cl:1])[CH:3]=2)[CH:8]=1)[C:17]([O:16][CH3:15])=[O:39])=[O:21])([CH3:26])([CH3:25])[CH3:24]. The yield is 0.710. (6) The reactants are F[C:2]([F:7])(F)[C:3](O)=O.[NH2:8][C:9]1[N:30]=[C:29](Cl)[CH:28]=[CH:27][C:10]=1[C:11]([NH:13][CH2:14][C:15]1[S:16][C:17]([O:20][C:21]2[CH:26]=[CH:25][CH:24]=[CH:23][CH:22]=2)=[CH:18][CH:19]=1)=[O:12]. No catalyst specified. The product is [NH2:8][C:9]1[N:30]=[C:29]([NH:8][CH2:9][C:10]2[CH:27]=[CH:28][C:2]([F:7])=[CH:3][CH:11]=2)[CH:28]=[CH:27][C:10]=1[C:11]([NH:13][CH2:14][C:15]1[S:16][C:17]([O:20][C:21]2[CH:26]=[CH:25][CH:24]=[CH:23][CH:22]=2)=[CH:18][CH:19]=1)=[O:12]. The yield is 0.160.